Dataset: Full USPTO retrosynthesis dataset with 1.9M reactions from patents (1976-2016). Task: Predict the reactants needed to synthesize the given product. (1) Given the product [N:24]([CH2:6][CH2:7][O:8][CH2:9][CH2:10][NH:11][C:12](=[O:13])[O:14][C:15]([CH3:18])([CH3:17])[CH3:16])=[N+:25]=[N-:26], predict the reactants needed to synthesize it. The reactants are: CS(O[CH2:6][CH2:7][O:8][CH2:9][CH2:10][NH:11][C:12]([O:14][C:15]([CH3:18])([CH3:17])[CH3:16])=[O:13])(=O)=O.CN(C=O)C.[N-:24]=[N+:25]=[N-:26].[Na+]. (2) Given the product [C:1]([N:4]1[CH2:8][CH2:7][C@@H:6]([CH2:9][C:10]2[N:11]([C:16]3[CH:21]=[CH:20][C:19]([C:31]4[CH:40]=[C:39]5[C:34]([CH:35]=[CH:36][CH:37]=[N:38]5)=[CH:33][CH:32]=4)=[CH:18][CH:17]=3)[C:12](=[O:15])[NH:13][N:14]=2)[CH2:5]1)(=[O:3])[CH3:2], predict the reactants needed to synthesize it. The reactants are: [C:1]([N:4]1[CH2:8][CH2:7][C@@H:6]([CH2:9][C:10]2[N:11]([C:16]3[CH:21]=[CH:20][C:19](Br)=[CH:18][CH:17]=3)[C:12](=[O:15])[NH:13][N:14]=2)[CH2:5]1)(=[O:3])[CH3:2].CC1(C)C(C)(C)OB([C:31]2[CH:40]=[C:39]3[C:34]([CH:35]=[CH:36][CH:37]=[N:38]3)=[CH:33][CH:32]=2)O1.C(=O)([O-])[O-].[K+].[K+].